The task is: Predict the product of the given reaction.. This data is from Forward reaction prediction with 1.9M reactions from USPTO patents (1976-2016). (1) Given the reactants [CH2:1]([O:8][CH2:9][CH:10]1[O:19][CH2:18][C:17]2[C:12](=[N:13][CH:14]=[C:15]([N+:20]([O-])=O)[CH:16]=2)[CH2:11]1)[C:2]1[CH:7]=[CH:6][CH:5]=[CH:4][CH:3]=1, predict the reaction product. The product is: [CH2:1]([O:8][CH2:9][CH:10]1[O:19][CH2:18][C:17]2[C:12](=[N:13][CH:14]=[C:15]([NH2:20])[CH:16]=2)[CH2:11]1)[C:2]1[CH:7]=[CH:6][CH:5]=[CH:4][CH:3]=1. (2) The product is: [BrH:38].[C:1]([C:4]1[C:9]2[S:10][C:11]([C:14]([NH:16][C:17]3[CH:26]=[CH:25][C:24]4[C:19](=[CH:20][CH:21]=[CH:22][C:23]=4[C:27]([N:29]4[CH2:32][CH:31]([O:33][CH3:34])[CH2:30]4)=[O:28])[N:18]=3)=[O:15])=[C:12]([CH3:13])[C:8]=2[C:7]([CH2:35][O:36][CH3:37])=[CH:6][CH:5]=1)(=[O:3])[CH3:2]. Given the reactants [C:1]([C:4]1[C:9]2[S:10][C:11]([C:14]([NH:16][C:17]3[CH:26]=[CH:25][C:24]4[C:19](=[CH:20][CH:21]=[CH:22][C:23]=4[C:27]([N:29]4[CH2:32][CH:31]([O:33][CH3:34])[CH2:30]4)=[O:28])[N:18]=3)=[O:15])=[C:12]([CH3:13])[C:8]=2[C:7]([CH2:35][O:36][CH3:37])=[CH:6][CH:5]=1)(=[O:3])[CH3:2].[BrH:38], predict the reaction product.